From a dataset of HIV replication inhibition screening data with 41,000+ compounds from the AIDS Antiviral Screen. Binary Classification. Given a drug SMILES string, predict its activity (active/inactive) in a high-throughput screening assay against a specified biological target. The compound is O=C(O)c1ccccc1-c1c2cc(Br)c(=O)c(Br)c-2oc2c(Br)c(O)c(Br)cc12.[NaH]. The result is 0 (inactive).